From a dataset of Full USPTO retrosynthesis dataset with 1.9M reactions from patents (1976-2016). Predict the reactants needed to synthesize the given product. (1) Given the product [Cl:15][C:10]1[CH:9]=[C:8]([C:6]2[CH:5]=[C:4]([N:16]3[CH2:21][CH2:20][N:19]([C:22]4[C:27]([C:28]([F:29])([F:31])[F:30])=[CH:26][CH:25]=[CH:24][N:23]=4)[CH2:18][CH2:17]3)[N:3]=[C:2]([C:34]3[N:33]([CH3:32])[CH:37]=[CH:36][N:35]=3)[N:7]=2)[CH:13]=[CH:12][C:11]=1[F:14], predict the reactants needed to synthesize it. The reactants are: Cl[C:2]1[N:7]=[C:6]([C:8]2[CH:13]=[CH:12][C:11]([F:14])=[C:10]([Cl:15])[CH:9]=2)[CH:5]=[C:4]([N:16]2[CH2:21][CH2:20][N:19]([C:22]3[C:27]([C:28]([F:31])([F:30])[F:29])=[CH:26][CH:25]=[CH:24][N:23]=3)[CH2:18][CH2:17]2)[N:3]=1.[CH3:32][N:33]1[CH:37]=[CH:36][N:35]=[CH:34]1.C1C=CC(P(C2C=CC=CC=2)C2C=CC=CC=2)=CC=1. (2) Given the product [O:24]1[C:19]2[CH:20]=[CH:21][CH:22]=[CH:23][C:18]=2[N:17]=[C:14]1[C:2]1[CH:3]=[CH:4][C:5]2[C:10](=[CH:9][CH:8]=[C:7]([C:11]3[O:29][C:26]4[CH:22]=[CH:21][CH:20]=[CH:19][C:18]=4[N:17]=3)[CH:6]=2)[CH:1]=1, predict the reactants needed to synthesize it. The reactants are: [CH:1]1[C:10]2[C:5](=[CH:6][C:7]([C:11](O)=O)=[CH:8][CH:9]=2)[CH:4]=[CH:3][C:2]=1[C:14](O)=O.[NH2:17][C:18]1[CH:23]=[CH:22][CH:21]=[CH:20][C:19]=1[OH:24].O.[C:26](=[O:29])([O-])[O-].[Na+].[Na+]. (3) Given the product [CH2:1]([N:3]([CH2:23][CH3:24])[C:4]([C:6]1[CH:19]=[CH:18][C:9]2[N:10]([CH2:11][CH2:12][C:13]([O:15][CH3:16])=[O:14])[C:18]([CH2:19][C:6]3[CH:7]=[CH:8][C:28]([O:27][CH2:26][CH3:25])=[CH:30][CH:4]=3)=[N:20][C:8]=2[CH:7]=1)=[O:5])[CH3:2], predict the reactants needed to synthesize it. The reactants are: [CH2:1]([N:3]([CH2:23][CH3:24])[C:4]([C:6]1[CH:19]=[CH:18][C:9]([NH:10][CH2:11][CH2:12][C:13]([O:15][CH2:16]C)=[O:14])=[C:8]([N+:20]([O-])=O)[CH:7]=1)=[O:5])[CH3:2].[CH3:25][CH2:26][O:27][C:28]([CH3:30])=O. (4) Given the product [Cl:1][C:2]1[CH:3]=[CH:4][C:5]([C:8]2[N:9]=[C:10]3[CH:15]=[CH:14][C:13]([C:16]4[CH:21]=[CH:20][CH:19]=[CH:18][CH:17]=4)=[CH:12][N:11]3[C:22]=2[CH2:23][N:35]2[CH2:34][CH2:33][N:32]([C:25]([O:27][C:28]([CH3:31])([CH3:30])[CH3:29])=[O:26])[CH2:37][CH2:36]2)=[CH:6][CH:7]=1, predict the reactants needed to synthesize it. The reactants are: [Cl:1][C:2]1[CH:7]=[CH:6][C:5]([C:8]2[N:9]=[C:10]3[CH:15]=[CH:14][C:13]([C:16]4[CH:21]=[CH:20][CH:19]=[CH:18][CH:17]=4)=[CH:12][N:11]3[C:22]=2[CH:23]=O)=[CH:4][CH:3]=1.[C:25]([N:32]1[CH2:37][CH2:36][NH:35][CH2:34][CH2:33]1)([O:27][C:28]([CH3:31])([CH3:30])[CH3:29])=[O:26].[BH-](OC(C)=O)(OC(C)=O)OC(C)=O.[Na+]. (5) Given the product [CH3:1][O:2][C:3](=[O:14])/[CH:4]=[CH:5]/[C:6]1[CH:11]=[CH:10][C:9]([Cl:12])=[CH:8][C:7]=1[NH:13][C:16]([O:18][C:19]([CH3:22])([CH3:21])[CH3:20])=[O:15], predict the reactants needed to synthesize it. The reactants are: [CH3:1][O:2][C:3](=[O:14])/[CH:4]=[CH:5]/[C:6]1[CH:11]=[CH:10][C:9]([Cl:12])=[CH:8][C:7]=1[NH2:13].[O:15](C(OC(C)(C)C)=O)[C:16]([O:18][C:19]([CH3:22])([CH3:21])[CH3:20])=O.